Dataset: Forward reaction prediction with 1.9M reactions from USPTO patents (1976-2016). Task: Predict the product of the given reaction. (1) Given the reactants [S:1]1[CH:5]=[CH:4][N:3]=[C:2]1[NH:6][C:7]1[CH:12]=[CH:11][C:10]([NH2:13])=[CH:9][CH:8]=1.[C:14](Cl)(=[O:21])[C:15]1[CH:20]=[CH:19][CH:18]=[CH:17][CH:16]=1.C(N(CC)CC)C, predict the reaction product. The product is: [S:1]1[CH:5]=[CH:4][N:3]=[C:2]1[NH:6][C:7]1[CH:8]=[CH:9][C:10]([NH:13][C:14](=[O:21])[C:15]2[CH:20]=[CH:19][CH:18]=[CH:17][CH:16]=2)=[CH:11][CH:12]=1. (2) Given the reactants Cl.[F:2][C:3]1[CH:8]=[C:7]([O:9][CH3:10])[CH:6]=[CH:5][C:4]=1[C:11]([OH:15])([CH3:14])[CH2:12][NH2:13].N1([O:25][S:26]([CH:29]([CH3:31])[CH3:30])(=O)=[O:27])C2C=CC=CC=2N=N1, predict the reaction product. The product is: [F:2][C:3]1[CH:8]=[C:7]([O:9][CH3:10])[CH:6]=[CH:5][C:4]=1[C:11]([OH:15])([CH3:14])[CH2:12][NH:13][S:26]([CH:29]([CH3:31])[CH3:30])(=[O:27])=[O:25]. (3) Given the reactants C([Si]([O:8][CH2:9][C:10]1[C:15]([N+:16]([O-])=O)=[CH:14][CH:13]=[CH:12][C:11]=1[N:19]=[C:20]=S)(C)C)(C)(C)C.[CH3:22][O:23][C:24]1[C:29]2[CH:30]([NH2:33])[CH2:31][O:32][C:28]=2[CH:27]=[CH:26][CH:25]=1, predict the reaction product. The product is: [CH3:22][O:23][C:24]1[C:29]2[CH:30]([NH:33][C:20]3[O:8][CH2:9][C:10]4[C:15]([NH2:16])=[CH:14][CH:13]=[CH:12][C:11]=4[N:19]=3)[CH2:31][O:32][C:28]=2[CH:27]=[CH:26][CH:25]=1. (4) Given the reactants BrC1C=CC2OC3C(=O)NC(C4CCN(C(OC(C)(C)C)=O)CC4)=NC=3C=2C=1.[Br:29][C:30]1[CH:31]=[CH:32][C:33]2[O:37][C:36]([C:38](=[O:40])[NH2:39])=[C:35]([NH:41][C:42]([C@H:44]3[CH2:48][C@H:47]([F:49])[CH2:46][N:45]3[C:50]([O:52][C:53]([CH3:56])([CH3:55])[CH3:54])=[O:51])=O)[C:34]=2[CH:57]=1.BrC1C=CC2OC(C(=O)N)=C(NC(C3CCN(C(OC(C)(C)C)=O)CC3)=O)C=2C=1, predict the reaction product. The product is: [Br:29][C:30]1[CH:31]=[CH:32][C:33]2[O:37][C:36]3[C:38](=[O:40])[NH:39][C:42]([C@H:44]4[CH2:48][C@H:47]([F:49])[CH2:46][N:45]4[C:50]([O:52][C:53]([CH3:56])([CH3:55])[CH3:54])=[O:51])=[N:41][C:35]=3[C:34]=2[CH:57]=1. (5) The product is: [NH2:1][C:2]1[CH:7]=[CH:6][C:5]([NH2:8])=[CH:4][C:3]=1[S:11]([NH2:14])(=[O:12])=[O:13]. Given the reactants [NH2:1][C:2]1[CH:7]=[CH:6][C:5]([N+:8]([O-])=O)=[CH:4][C:3]=1[S:11]([NH2:14])(=[O:13])=[O:12].CO.[H][H], predict the reaction product. (6) Given the reactants Br[C:2]1[CH:7]=[CH:6][N:5]=[C:4]([Cl:8])[CH:3]=1.[CH2:9]([Sn](CCCC)(CCCC)CCCC)[CH:10]=[CH2:11], predict the reaction product. The product is: [CH2:11]([C:2]1[CH:7]=[CH:6][N:5]=[C:4]([Cl:8])[CH:3]=1)[CH:10]=[CH2:9].